From a dataset of Full USPTO retrosynthesis dataset with 1.9M reactions from patents (1976-2016). Predict the reactants needed to synthesize the given product. (1) The reactants are: [CH3:1][C:2]1[CH:7]=[CH:6][C:5]([NH:8][C:9]2[S:10][CH:11]=[CH:12][N:13]=2)=[CH:4][C:3]=1[OH:14].C([O-])([O-])=O.[Cs+].[Cs+].Br[CH2:22][C:23]1[S:24][CH:25]=[CH:26][N:27]=1. Given the product [CH3:1][C:2]1[CH:7]=[CH:6][C:5]([NH:8][C:9]2[S:10][CH:11]=[CH:12][N:13]=2)=[CH:4][C:3]=1[O:14][CH2:22][C:23]1[S:24][CH:25]=[CH:26][N:27]=1, predict the reactants needed to synthesize it. (2) Given the product [CH3:1][O:2][C:3](=[O:24])[C:4]1[CH:9]=[CH:8][C:7]([CH2:10][NH2:11])=[N:6][C:5]=1[NH:12][C:13]1[CH:18]=[CH:17][C:16]([Si:19]([CH3:21])([CH3:20])[CH3:22])=[CH:15][C:14]=1[F:23], predict the reactants needed to synthesize it. The reactants are: [CH3:1][O:2][C:3](=[O:24])[C:4]1[CH:9]=[CH:8][C:7]([C:10]#[N:11])=[N:6][C:5]=1[NH:12][C:13]1[CH:18]=[CH:17][C:16]([Si:19]([CH3:22])([CH3:21])[CH3:20])=[CH:15][C:14]=1[F:23].[BH4-].[Na+].